The task is: Predict the product of the given reaction.. This data is from Forward reaction prediction with 1.9M reactions from USPTO patents (1976-2016). (1) Given the reactants [CH3:1][N:2]([CH3:7])[S:3](Cl)(=[O:5])=[O:4].FC(F)(F)C(O)=O.[F:15][C:16]1[C:21]([F:22])=[CH:20][CH:19]=[CH:18][C:17]=1[CH2:23][S:24][C:25]1[N:30]=[C:29]([NH:31][S:32]([N:35]2[CH2:40][CH2:39][NH:38][CH2:37][CH2:36]2)(=[O:34])=[O:33])[CH:28]=[C:27]([O:41][CH3:42])[N:26]=1, predict the reaction product. The product is: [CH3:1][N:2]([CH3:7])[S:3]([N:38]1[CH2:39][CH2:40][N:35]([S:32]([NH:31][C:29]2[CH:28]=[C:27]([O:41][CH3:42])[N:26]=[C:25]([S:24][CH2:23][C:17]3[CH:18]=[CH:19][CH:20]=[C:21]([F:22])[C:16]=3[F:15])[N:30]=2)(=[O:33])=[O:34])[CH2:36][CH2:37]1)(=[O:5])=[O:4]. (2) Given the reactants [C:1]([O:5][C:6](=[O:28])[NH:7][C:8]1([C:12]2[CH:17]=[CH:16][C:15]([C:18](=O)[CH:19](Br)[C:20]3[CH:25]=[CH:24][CH:23]=[CH:22][CH:21]=3)=[CH:14][CH:13]=2)[CH2:11][CH2:10][CH2:9]1)([CH3:4])([CH3:3])[CH3:2].[CH3:29][O:30][C:31]1[N:36]=[CH:35][C:34]([CH2:37][O:38][C:39]2[CH:44]=[CH:43][N:42]=[C:41]([NH2:45])[N:40]=2)=[CH:33][CH:32]=1, predict the reaction product. The product is: [C:1]([O:5][C:6](=[O:28])[NH:7][C:8]1([C:12]2[CH:17]=[CH:16][C:15]([C:18]3[N:45]=[C:41]4[N:40]=[C:39]([O:38][CH2:37][C:34]5[CH:35]=[N:36][C:31]([O:30][CH3:29])=[CH:32][CH:33]=5)[CH:44]=[CH:43][N:42]4[C:19]=3[C:20]3[CH:25]=[CH:24][CH:23]=[CH:22][CH:21]=3)=[CH:14][CH:13]=2)[CH2:11][CH2:10][CH2:9]1)([CH3:2])([CH3:4])[CH3:3]. (3) Given the reactants C(OC)(=O)C.[OH:6][C:7]1[CH:8]=[C:9]2[C:14](=[CH:15][CH:16]=1)[CH:13]=[C:12](B(O)O)[CH:11]=[CH:10]2.[C:20]([O:23][CH2:24][C@@H:25]1[C@@H:30]([O:31][C:32](=[O:34])[CH3:33])[C@H:29](O)[C@H:28](O)[C@@H:27](C2C=CC=C(O[Si](C(C)(C)C)(C)C)C=2)[O:26]1)(=[O:22])[CH3:21], predict the reaction product. The product is: [C:20]([O:23][CH2:24][C@@H:25]1[C@@H:30]([O:31][C:32](=[O:34])[CH3:33])[CH:29]=[CH:28][C@@H:27]([C:12]2[CH:11]=[CH:10][C:9]3[C:14](=[CH:15][CH:16]=[C:7]([OH:6])[CH:8]=3)[CH:13]=2)[O:26]1)(=[O:22])[CH3:21].